Dataset: Reaction yield outcomes from USPTO patents with 853,638 reactions. Task: Predict the reaction yield, written as a fraction of the theoretical maximum amount of product (1.0 means a 100% yield; for example, 0.34 means a 34% yield). (1) The reactants are [C:1]([O:5][C:6]([N:8]([C:24]1[CH:29]=[CH:28][C:27]([CH2:30][OH:31])=[CH:26][C:25]=1[N+:32]([O-:34])=[O:33])[C:9]1[N:14]=[CH:13][N:12]=[C:11]([N:15]([CH3:23])[C:16](=[O:22])[O:17][C:18]([CH3:21])([CH3:20])[CH3:19])[CH:10]=1)=[O:7])([CH3:4])([CH3:3])[CH3:2].[C:35](=O)([O-])[O-].[K+].[K+].S(OC)(OC)(=O)=O. The catalyst is CC(C)=O. The product is [C:1]([O:5][C:6]([N:8]([C:24]1[CH:29]=[CH:28][C:27]([CH2:30][O:31][CH3:35])=[CH:26][C:25]=1[N+:32]([O-:34])=[O:33])[C:9]1[N:14]=[CH:13][N:12]=[C:11]([N:15]([CH3:23])[C:16](=[O:22])[O:17][C:18]([CH3:20])([CH3:21])[CH3:19])[CH:10]=1)=[O:7])([CH3:2])([CH3:3])[CH3:4]. The yield is 0.190. (2) The reactants are [CH3:1][O:2][C:3]1[CH:8]=[CH:7][C:6]([C:9]2([C:12]([O:14]C)=O)[CH2:11][CH2:10]2)=[CH:5][CH:4]=1.[NH2:16][NH2:17]. No catalyst specified. The product is [CH3:1][O:2][C:3]1[CH:8]=[CH:7][C:6]([C:9]2([C:12]([NH:16][NH2:17])=[O:14])[CH2:11][CH2:10]2)=[CH:5][CH:4]=1. The yield is 0.830. (3) The reactants are [Cl:1][C:2]1[CH:3]=[C:4]([CH:8]([CH2:11][C@H:12]([OH:23])[CH2:13][CH2:14][O:15][CH2:16][C:17]2[CH:22]=[CH:21][CH:20]=[CH:19][CH:18]=2)[C:9]#[N:10])[CH:5]=[CH:6][CH:7]=1.[C:24]1(C)[C:25]([S:30](Cl)(=[O:32])=[O:31])=[CH:26][CH:27]=[CH:28][CH:29]=1.[CH:35](Cl)(Cl)Cl. The catalyst is N1C=CC=CC=1.CN(C1C=CN=CC=1)C. The product is [CH3:35][C:28]1[CH:29]=[CH:24][C:25]([S:30]([O:23][C@H:12]([CH2:13][CH2:14][O:15][CH2:16][C:17]2[CH:18]=[CH:19][CH:20]=[CH:21][CH:22]=2)[CH2:11][CH:8]([C:4]2[CH:5]=[CH:6][CH:7]=[C:2]([Cl:1])[CH:3]=2)[C:9]#[N:10])(=[O:31])=[O:32])=[CH:26][CH:27]=1. The yield is 0.660. (4) The reactants are [CH2:1]([N:8]1[C:12]([C:13]2[CH:18]=[CH:17][CH:16]=[CH:15][CH:14]=2)=[CH:11][CH:10]=[C:9]1[C:19]1[CH:20]=[C:21]2[C:26](=[CH:27][CH:28]=1)[CH:25]=[C:24]([O:29][CH2:30][C:31]#[N:32])[CH:23]=[CH:22]2)[C:2]1[CH:7]=[CH:6][CH:5]=[CH:4][CH:3]=1.[Cl-].[NH4+].[N-:35]=[N+:36]=[N-:37].[Na+]. The catalyst is CN(C=O)C.C(Cl)Cl. The product is [CH2:1]([N:8]1[C:12]([C:13]2[CH:14]=[CH:15][CH:16]=[CH:17][CH:18]=2)=[CH:11][CH:10]=[C:9]1[C:19]1[CH:20]=[C:21]2[C:26](=[CH:27][CH:28]=1)[CH:25]=[C:24]([O:29][CH2:30][C:31]1[NH:37][N:36]=[N:35][N:32]=1)[CH:23]=[CH:22]2)[C:2]1[CH:7]=[CH:6][CH:5]=[CH:4][CH:3]=1. The yield is 0.920. (5) The yield is 0.930. The catalyst is Cl.O.C(O)C. The product is [O:19]=[C:16]([CH2:17][CH3:18])[C:20](=[N:12][NH:6][C:5]1[CH:7]=[CH:8][CH:9]=[C:3]([C:2]([F:10])([F:11])[F:1])[CH:4]=1)[C:21]([O:23][CH3:24])=[O:22]. The reactants are [F:1][C:2]([F:11])([F:10])[C:3]1[CH:4]=[C:5]([CH:7]=[CH:8][CH:9]=1)[NH2:6].[N:12]([O-])=O.[Na+].[C:16]([CH2:20][C:21]([O:23][CH3:24])=[O:22])(=[O:19])[CH2:17][CH3:18].C([O-])(=O)C.[Na+].